This data is from Forward reaction prediction with 1.9M reactions from USPTO patents (1976-2016). The task is: Predict the product of the given reaction. The product is: [CH2:1]([O:8][C:9]1[CH:14]=[CH:13][C:12]([N:15]2[CH:17]=[C:18]3[C:19]([CH:20]=[CH:21][C:22]([O:24][CH3:25])=[CH:23]3)=[N:16]2)=[CH:11][CH:10]=1)[C:2]1[CH:7]=[CH:6][CH:5]=[CH:4][CH:3]=1. Given the reactants [CH2:1]([O:8][C:9]1[CH:14]=[CH:13][C:12]([N:15]([CH2:17][C:18]2[CH:23]=[C:22]([O:24][CH3:25])[CH:21]=[CH:20][C:19]=2Br)[NH2:16])=[CH:11][CH:10]=1)[C:2]1[CH:7]=[CH:6][CH:5]=[CH:4][CH:3]=1.CC(C)([O-])C.[Na+], predict the reaction product.